This data is from Reaction yield outcomes from USPTO patents with 853,638 reactions. The task is: Predict the reaction yield, written as a fraction of the theoretical maximum amount of product (1.0 means a 100% yield; for example, 0.34 means a 34% yield). (1) The reactants are Cl[C:2]1[N:7]=[C:6]([N:8]2[CH2:13][CH2:12][O:11][CH2:10][CH2:9]2)[N:5]=[C:4]([N:14]2[C:18]3[CH:19]=[CH:20][CH:21]=[C:22]([O:23][CH3:24])[C:17]=3[N:16]=[C:15]2[CH:25]([F:27])[F:26])[N:3]=1.[CH3:28][N:29]1[CH2:34][CH2:33][N:32]([S:35]([C:38]2[CH:43]=[CH:42][C:41](B(O)O)=[CH:40][CH:39]=2)(=[O:37])=[O:36])[CH2:31][CH2:30]1.C([O-])([O-])=O.[K+].[K+]. The catalyst is O1CCOCC1.O.Cl[Pd]Cl. The product is [F:27][CH:25]([F:26])[C:15]1[N:14]([C:4]2[N:3]=[C:2]([C:41]3[CH:42]=[CH:43][C:38]([S:35]([N:32]4[CH2:33][CH2:34][N:29]([CH3:28])[CH2:30][CH2:31]4)(=[O:36])=[O:37])=[CH:39][CH:40]=3)[N:7]=[C:6]([N:8]3[CH2:9][CH2:10][O:11][CH2:12][CH2:13]3)[N:5]=2)[C:18]2[CH:19]=[CH:20][CH:21]=[C:22]([O:23][CH3:24])[C:17]=2[N:16]=1. The yield is 0.310. (2) The reactants are [ClH:1].[CH2:2]([N:4]([CH2:21][CH3:22])[CH2:5][CH2:6][NH:7][C:8](C1C=CC2C(=CC=C(I)C=2)C=1)=[O:9])[CH3:3].C(N(CC)CCNC([N:31]1[CH:40]=[CH:39][C:38]2[C:33](=[CH:34][CH:35]=[CH:36][C:37]=2[I:41])[CH2:32]1)=O)C.[K+].[Br-]. No catalyst specified. The product is [ClH:1].[ClH:1].[CH2:2]([N:4]([CH2:21][CH3:22])[CH2:5][CH2:6][NH:7][C:8]([C:40]1[N:31]=[CH:32][C:33]2[C:38]([CH:39]=1)=[C:37]([I:41])[CH:36]=[CH:35][CH:34]=2)=[O:9])[CH3:3]. The yield is 0.720.